Dataset: Reaction yield outcomes from USPTO patents with 853,638 reactions. Task: Predict the reaction yield, written as a fraction of the theoretical maximum amount of product (1.0 means a 100% yield; for example, 0.34 means a 34% yield). (1) The reactants are [C:1]([O:5][C:6]([NH:8][CH2:9][CH2:10][CH:11]([C:19]1[N:20]=[C:21]([N:29]2[CH2:34][CH2:33][O:32][CH2:31][CH2:30]2)[S:22][C:23]=1[C:24]([O:26]CC)=[O:25])[C:12]1[CH:17]=[CH:16][C:15]([Cl:18])=[CH:14][CH:13]=1)=[O:7])([CH3:4])([CH3:3])[CH3:2].[OH-].[Na+].O. The catalyst is C1COCC1.CO. The product is [C:1]([O:5][C:6]([NH:8][CH2:9][CH2:10][CH:11]([C:19]1[N:20]=[C:21]([N:29]2[CH2:30][CH2:31][O:32][CH2:33][CH2:34]2)[S:22][C:23]=1[C:24]([OH:26])=[O:25])[C:12]1[CH:17]=[CH:16][C:15]([Cl:18])=[CH:14][CH:13]=1)=[O:7])([CH3:4])([CH3:2])[CH3:3]. The yield is 1.05. (2) The reactants are Cl[C:2]1[N:10]=[C:9]2[C:5]([N:6]=[CH:7][N:8]2[CH2:11][C:12]([O:14][CH2:15][CH3:16])=[O:13])=[C:4]([C:17]2[O:18][CH:19]=[CH:20][CH:21]=2)[N:3]=1.[CH3:22][NH:23][CH3:24].[CH:25](O)(C)C. The catalyst is O. The product is [CH3:22][N:23]([CH3:24])[C:2]1[N:10]=[C:9]2[C:5]([N:6]=[CH:7][N:8]2[CH2:11][C:12]([O:14][CH:15]([CH3:25])[CH3:16])=[O:13])=[C:4]([C:17]2[O:18][CH:19]=[CH:20][CH:21]=2)[N:3]=1. The yield is 0.190. (3) The reactants are Br[C:2]1[CH:3]=[C:4]([C:11]([F:14])([F:13])[F:12])[CH:5]=[C:6]2[C:10]=1[NH:9][CH:8]=[CH:7]2.[Li]CCCC.CN(C)[CH:22]=[O:23]. The catalyst is O1CCCC1. The product is [F:12][C:11]([F:14])([F:13])[C:4]1[CH:5]=[C:6]2[C:10](=[C:2]([CH:22]=[O:23])[CH:3]=1)[NH:9][CH:8]=[CH:7]2. The yield is 0.840.